From a dataset of Catalyst prediction with 721,799 reactions and 888 catalyst types from USPTO. Predict which catalyst facilitates the given reaction. (1) Reactant: [CH3:1][O:2][CH2:3][CH2:4][N:5]([CH3:18])[C:6]1[N:11]=[CH:10][C:9]([CH:12]([CH3:17])[C:13]([O:15]C)=[O:14])=[CH:8][CH:7]=1.[Li+].[OH-].Cl. Product: [CH3:1][O:2][CH2:3][CH2:4][N:5]([CH3:18])[C:6]1[N:11]=[CH:10][C:9]([CH:12]([CH3:17])[C:13]([OH:15])=[O:14])=[CH:8][CH:7]=1. The catalyst class is: 30. (2) Reactant: [CH2:1]([OH:4])[C:2]#[CH:3].N1C=CN=C1.[Si:10](Cl)([CH2:15][CH3:16])([CH2:13][CH3:14])[CH2:11][CH3:12]. Product: [CH2:11]([Si:10]([CH2:15][CH3:16])([CH2:13][CH3:14])[O:4][CH2:1][C:2]#[CH:3])[CH3:12]. The catalyst class is: 3. (3) Reactant: [CH3:1][N:2]([CH2:4][C:5]1[C:13]2[O:12][N:11]=[C:10]([CH2:14][CH2:15][CH:16]3[CH2:21][CH2:20][N:19](C(OC(C)(C)C)=O)[CH2:18][CH2:17]3)[C:9]=2[CH:8]=[CH:7][C:6]=1[C:29]1[CH:34]=[CH:33][CH:32]=[CH:31][CH:30]=1)[CH3:3].Cl.C(=O)([O-])[O-].[Na+].[Na+].O. Product: [CH3:1][N:2]([CH2:4][C:5]1[C:13]2[O:12][N:11]=[C:10]([CH2:14][CH2:15][CH:16]3[CH2:17][CH2:18][NH:19][CH2:20][CH2:21]3)[C:9]=2[CH:8]=[CH:7][C:6]=1[C:29]1[CH:34]=[CH:33][CH:32]=[CH:31][CH:30]=1)[CH3:3]. The catalyst class is: 125. (4) The catalyst class is: 67. Reactant: [CH:1]1([C@H:5]([N:7]([CH2:25][C:26]2[N:27]=[N:28][N:29](CC3C=CC(OC)=CC=3OC)[CH:30]=2)[C:8](=[O:24])[O:9][CH2:10][CH:11]2[C:23]3[CH:22]=[CH:21][CH:20]=[CH:19][C:18]=3[C:17]3[C:12]2=[CH:13][CH:14]=[CH:15][CH:16]=3)[CH3:6])[CH2:4][CH2:3][CH2:2]1. Product: [NH:29]1[CH:30]=[C:26]([CH2:25][N:7]([C@@H:5]([CH:1]2[CH2:2][CH2:3][CH2:4]2)[CH3:6])[C:8](=[O:24])[O:9][CH2:10][CH:11]2[C:12]3[CH:13]=[CH:14][CH:15]=[CH:16][C:17]=3[C:18]3[C:23]2=[CH:22][CH:21]=[CH:20][CH:19]=3)[N:27]=[N:28]1. (5) Reactant: Cl[CH2:2][CH2:3][CH2:4][CH2:5][N:6]1[C:10]2[CH:11]=[CH:12][CH:13]=[CH:14][C:9]=2[N:8]=[N:7]1.[C:15]1(=[C:21]2[CH2:26][CH2:25][NH:24][CH2:23][CH2:22]2)[CH2:20][CH2:19][CH2:18][CH2:17][CH2:16]1.C(N(C(C)C)CC)(C)C.[I-].[K+]. Product: [N:6]1([CH2:5][CH2:4][CH2:3][CH2:2][N:24]2[CH2:25][CH2:26][CH:21]([CH:15]3[CH2:20][CH2:19][CH2:18][CH2:17][CH2:16]3)[CH2:22][CH2:23]2)[C:10]2[CH:11]=[CH:12][CH:13]=[CH:14][C:9]=2[N:8]=[N:7]1. The catalyst class is: 10. (6) Reactant: [O:1]1[C:5]2[CH2:6][CH2:7][CH2:8][C:9](=O)[C:4]=2[CH:3]=[CH:2]1.[C:11](=[S:13])=S.IC.[H-].[Na+].[N+]([O-])(O)=O.[NH2:22][C:23]([NH2:25])=[NH:24].[O-][CH2:27]C.[Na+]. Product: [CH3:27][S:13][C:11]1[C:8]2[CH2:7][CH2:6][C:5]3[O:1][CH:2]=[CH:3][C:4]=3[C:9]=2[N:22]=[C:23]([NH2:25])[N:24]=1. The catalyst class is: 738. (7) Reactant: [OH:1][CH2:2][CH2:3][N:4]1[C:8](=[O:9])[C:7]2=[CH:10][CH:11]=[CH:12][CH:13]=[C:6]2[C:5]1=[O:14].[H][H].Cl[CH2:18][C:19](=[O:26])[CH2:20][C:21]([O:23][CH2:24][CH3:25])=[O:22].C(O)(=O)C. Product: [C:8]1(=[O:9])[N:4]([CH2:3][CH2:2][O:1][CH2:18][C:19](=[O:26])[CH2:20][C:21]([O:23][CH2:24][CH3:25])=[O:22])[C:5](=[O:14])[C:6]2=[CH:13][CH:12]=[CH:11][CH:10]=[C:7]12. The catalyst class is: 93.